From a dataset of Reaction yield outcomes from USPTO patents with 853,638 reactions. Predict the reaction yield, written as a fraction of the theoretical maximum amount of product (1.0 means a 100% yield; for example, 0.34 means a 34% yield). The yield is 0.670. The product is [Br:3][C:4]1[CH:5]=[C:6]2[C:11](=[CH:12][CH:13]=1)[N:10]=[C:9]([N:14]([CH2:17][C:18]1[CH:23]=[CH:22][C:21]([F:24])=[C:20]([C:25]([F:28])([F:26])[F:27])[CH:19]=1)[CH3:15])[CH:8]=[N:7]2. The catalyst is CN(C=O)C. The reactants are [H-].[Na+].[Br:3][C:4]1[CH:5]=[C:6]2[C:11](=[CH:12][CH:13]=1)[N:10]=[C:9]([NH:14][CH3:15])[CH:8]=[N:7]2.Br[CH2:17][C:18]1[CH:23]=[CH:22][C:21]([F:24])=[C:20]([C:25]([F:28])([F:27])[F:26])[CH:19]=1.O.